This data is from Experimentally validated miRNA-target interactions with 360,000+ pairs, plus equal number of negative samples. The task is: Binary Classification. Given a miRNA mature sequence and a target amino acid sequence, predict their likelihood of interaction. (1) The miRNA is hsa-miR-6878-5p with sequence AGGGAGAAAGCUAGAAGCUGAAG. The protein sequence of the target gene is MYRDPEAASPGAPSRDVLLVSAIITVSLSVTVVLCGLCHWCQRKLGKRYKNSLETVGTPDSGRGRSEKKAIKLPAGGKAVNTAPVPGQTPHDESDRRTEPRSSVSDLVNSLTSEMLMLSPGSEEDEAHEGCSRENLGRIQFSVGYNFQESTLTVKIMKAQELPAKDFSGTSDPFVKIYLLPDKKHKLETKVKRKNLNPHWNETFLFEGFPYEKVVQRILYLQVLDYDRFSRNDPIGEVSIPLNKVDLTQMQTFWKDLKPCSDGSGSRGELLLSLCYNPSANSIIVNIIKARNLKAMDIGG.... Result: 1 (interaction). (2) The miRNA is hsa-miR-3155b with sequence CCAGGCUCUGCAGUGGGA. The protein sequence of the target gene is MTLNNVTMRQGTVGMQPQQQRWSIPADGRHLMVQKEPHQYSHRNRHSATPEDHCRRSWSSDSTDSVISSESGNTYYRVVLIGEQGVGKSTLANIFAGVHDSMDSDCEVLGEDTYERTLMVDGESATIILLDMWENKGENEWLHDHCMQVGDAYLIVYSITDRASFEKASELRIQLRRARQTEDIPIILVGNKSDLVRCREVSVSEGRACAVVFDCKFIETSAAVQHNVKELFEGIVRQVRLRRDSKEKNERRLAYQKRKESMPRKARRFWGKIVAKNNKNMAFKLKSKSCHDLSVL. Result: 1 (interaction). (3) The miRNA is mmu-miR-411-3p with sequence UAUGUAACACGGUCCACUAACC. The protein sequence of the target gene is MDSVEKTTNRSEQKSRKFLKSLIRKQPQELLLVIGTGVSAAVAPGIPALCSWRSCIEAVIEAAEQLEVLHPGDVAEFRRKVTKDRDLLVVAHDLIRKMSPRTGDAKPSFFQDCLMEVFDDLEQHIRSPVVLQSILSLMDRGAMVLTTNYDNLLEAFGRRQNKPMESLDLKDKTKVLEWARGHMKYGVLHIHGLYTDPCGVVLDPSGYKDVTQDAEVMEVLQNLYRTKSFLFVGCGETLRDQIFQALFLYSVPNKVDLEHYMLVLKENEDHFFKHQADMLLHGIKVVSYGDCFDHFPGYVQ.... Result: 0 (no interaction). (4) The protein sequence of the target gene is MDPNCSCASDGSCSCAGACKCKQCKCTSCKKSCCSCCPVGCAKCSQGCICKEASDKCSCCA. Result: 0 (no interaction). The miRNA is hsa-miR-4703-5p with sequence UAGCAAUACAGUACAAAUAUAGU. (5) The miRNA is hsa-miR-4709-5p with sequence ACAACAGUGACUUGCUCUCCAA. The protein sequence of the target gene is MADQRQRSLSTSGESLYHVLGLDKNATSDDIKKSYRKLALKYHPDKNPDNPEAADKFKEINNAHAILTDATKRNIYDKYGSLGLYVAEQFGEENVNTYFVLSSWWAKALFVFCGLLTCCYCCCCLCCCFNCCCGKCKPKAPEGEETEFYVSPEDLEAQLQSDEREATDTPIVIQPASATETTQLTADSHPSYHTDGFN. Result: 0 (no interaction). (6) The miRNA is hsa-miR-3173-5p with sequence UGCCCUGCCUGUUUUCUCCUUU. The protein sequence of the target gene is MSGMEATVTIPIWQNKPHGAARSVVRRIGTNLPLKPCARASFETLPNISDLCLRDVPPVPTLADIAWIAADEEETYARVRSDTRPLRHTWKPSPLIVMQRNASVPNLRGSEERLLALKKPALPALSRTTELQDELSHLRSQIAKIVAADAASASLTPDFLSPGSSNVSSPLPCFGSSFHSTTSFVISDITEETEVEVPELPSVPLLCSASPECCKPEHKAACSSSEEDDCVSLSKASSFADMMGILKDFHRMKQSQDLNRSLLKEEDPAVLISEVLRRKFALKEEDISRKGN. Result: 1 (interaction). (7) The miRNA is hsa-miR-222-5p with sequence CUCAGUAGCCAGUGUAGAUCCU. The protein sequence of the target gene is MRSRVLWGAARWLWPRRAVGPARRPLSSGSPPLEELFTRGGPLRTFLERQAGSEAHLKVRRPELLAVIKLLNEKERELRETEHLLHDENEDLRKLAENEITLCQKEITQLKHQIILLLVPSEETDENDLILEVTAGVGGQEAMLFTSEIFDMYQQYAAFKRWHFETLEYFPSELGGLRHASASIGGSEAYRHMKFEGGVHRVQRVPKTEKQGRVHTSTMTVAILPQPTEINLVINPKDLRIDTKRASGAGGQHVNTTDSAVRIVHLPTGVVSECQQERSQLKNKELAMTKLRAKLYSMHL.... Result: 1 (interaction).